Dataset: Retrosynthesis with 50K atom-mapped reactions and 10 reaction types from USPTO. Task: Predict the reactants needed to synthesize the given product. (1) Given the product COC(=O)c1cc(C(C)C)no1, predict the reactants needed to synthesize it. The reactants are: C#CC(=O)OC.CC(C)C=NO. (2) Given the product CC[C@]12CC[C@@H]3[C@H]4CCC(=O)C=C4CC[C@H]3[C@@H]1CC[C@@H]2OC(=O)CCc1ccccc1, predict the reactants needed to synthesize it. The reactants are: CC[C@]12CC[C@@H]3[C@H]4CCC(=O)C=C4CC[C@H]3[C@@H]1CC[C@@H]2O.O=C(Cl)CCc1ccccc1.